Dataset: Catalyst prediction with 721,799 reactions and 888 catalyst types from USPTO. Task: Predict which catalyst facilitates the given reaction. (1) Reactant: C[C:2]1[C:7]([F:8])=[CH:6][N:5]=[C:4]([C:9]#[C:10]CO)[C:3]=1C.[OH-].[Na+]. Product: [F:8][C:7]1[CH:2]=[CH:3][C:4]([C:9]#[CH:10])=[N:5][CH:6]=1. The catalyst class is: 11. (2) Reactant: [CH3:1][C:2]([CH3:13])([CH3:12])[CH2:3][C:4]1[O:8][N:7]=[C:6]([C:9]([OH:11])=O)[CH:5]=1.C1C=CC2N(O)N=NC=2C=1.C(Cl)CCl.[C:28]([NH2:32])([CH3:31])([CH3:30])[CH3:29]. Product: [C:28]([NH:32][C:9]([C:6]1[CH:5]=[C:4]([CH2:3][C:2]([CH3:1])([CH3:13])[CH3:12])[O:8][N:7]=1)=[O:11])([CH3:31])([CH3:30])[CH3:29]. The catalyst class is: 577. (3) Reactant: [Cl:1][C:2]1[CH:7]=[CH:6][N:5]=[C:4]([O:8][C:9]2[CH:10]=[C:11]([CH3:25])[C:12]3[CH:16]([CH2:17][C:18]([O:20]CC)=[O:19])[O:15][B:14]([OH:23])[C:13]=3[CH:24]=2)[CH:3]=1.[OH-].[Na+]. Product: [Cl:1][C:2]1[CH:7]=[CH:6][N:5]=[C:4]([O:8][C:9]2[CH:10]=[C:11]([CH3:25])[C:12]3[CH:16]([CH2:17][C:18]([OH:20])=[O:19])[O:15][B:14]([OH:23])[C:13]=3[CH:24]=2)[CH:3]=1. The catalyst class is: 92. (4) Reactant: [C:1]([C:3]1[CH:4]=[C:5]([NH2:9])[CH:6]=[CH:7][CH:8]=1)#[CH:2].[CH3:10][N:11]1[CH2:16][CH2:15][C:14](=O)[CH2:13][CH2:12]1.C(O)(C(F)(F)F)=O.C(O[BH-](OC(=O)C)OC(=O)C)(=O)C.[Na+].[NH4+].[OH-]. Product: [C:1]([C:3]1[CH:4]=[C:5]([NH:9][CH:14]2[CH2:15][CH2:16][N:11]([CH3:10])[CH2:12][CH2:13]2)[CH:6]=[CH:7][CH:8]=1)#[CH:2]. The catalyst class is: 12.